Dataset: Reaction yield outcomes from USPTO patents with 853,638 reactions. Task: Predict the reaction yield, written as a fraction of the theoretical maximum amount of product (1.0 means a 100% yield; for example, 0.34 means a 34% yield). (1) The reactants are [CH3:1][N:2]([CH3:28])[C:3]1[C:8]([CH2:9][CH3:10])=[CH:7][C:6]([PH:11](=O)[C:12]2[CH:17]=[C:16]([CH2:18][CH3:19])[C:15]([N:20]([CH3:22])[CH3:21])=[C:14]([CH2:23][CH3:24])[CH:13]=2)=[CH:5][C:4]=1[CH2:26][CH3:27].[BH3:29].O1CCCC1. The catalyst is C1(C)C=CC=CC=1. The product is [CH3:28][N:2]([CH3:1])[C:3]1[C:8]([CH2:9][CH3:10])=[CH:7][C:6]([PH:11][C:12]2[CH:17]=[C:16]([CH2:18][CH3:19])[C:15]([N:20]([CH3:21])[CH3:22])=[C:14]([CH2:23][CH3:24])[CH:13]=2)=[CH:5][C:4]=1[CH2:26][CH3:27].[BH3:29]. The yield is 0.640. (2) The reactants are [C:1](Cl)(=[O:3])[CH3:2].[CH3:5][C:6]1([CH3:20])[CH2:12][CH2:11][CH2:10][NH:9][C:8]2[CH:13]=[C:14]([N+:17]([O-:19])=[O:18])[CH:15]=[CH:16][C:7]1=2.C([O-])(O)=O.[Na+].O. The catalyst is C(Cl)Cl. The product is [CH3:5][C:6]1([CH3:20])[CH2:12][CH2:11][CH2:10][N:9]([C:1](=[O:3])[CH3:2])[C:8]2[CH:13]=[C:14]([N+:17]([O-:19])=[O:18])[CH:15]=[CH:16][C:7]1=2. The yield is 0.640. (3) The reactants are [CH3:1][C:2]([N+:22]([O-])=O)([CH3:21])[CH2:3][C:4]1[C:12]2[C:7](=[C:8]([O:13][CH2:14][C:15]3[CH:20]=[CH:19][CH:18]=[CH:17][CH:16]=3)[CH:9]=[CH:10][CH:11]=2)[NH:6][CH:5]=1.C(O)C. The catalyst is [Ni].O1CCCC1. The product is [CH3:21][C:2]([NH2:22])([CH3:1])[CH2:3][C:4]1[C:12]2[C:7](=[C:8]([O:13][CH2:14][C:15]3[CH:20]=[CH:19][CH:18]=[CH:17][CH:16]=3)[CH:9]=[CH:10][CH:11]=2)[NH:6][CH:5]=1. The yield is 0.990.